This data is from Forward reaction prediction with 1.9M reactions from USPTO patents (1976-2016). The task is: Predict the product of the given reaction. (1) The product is: [NH2:1][C:2]1[C:7]2=[CH:8][CH:9]=[C:10]([C@:11]3([C:44]#[N:45])[O:12][C@H:13]([CH2:21][O:22][P@@:23]([NH:32][C@@H:33]([CH3:43])[C:34]([O:36][CH2:37][CH:38]([CH2:39][CH3:40])[CH2:41][CH3:42])=[O:35])([O:25][C:26]4[CH:27]=[CH:28][CH:29]=[CH:30][CH:31]=4)=[O:24])[C@@H:14]([OH:18])[C@H:15]3[OH:16])[N:6]2[N:5]=[CH:4][N:3]=1. Given the reactants [NH2:1][C:2]1[C:7]2=[CH:8][CH:9]=[C:10]([C@@:11]3([C:44]#[N:45])[C@@H:15]4[O:16]C(C)(C)[O:18][C@@H:14]4[C@@H:13]([CH2:21][O:22][P@@:23]([NH:32][C@@H:33]([CH3:43])[C:34]([O:36][CH2:37][CH:38]([CH2:41][CH3:42])[CH2:39][CH3:40])=[O:35])([O:25][C:26]4[CH:31]=[CH:30][CH:29]=[CH:28][CH:27]=4)=[O:24])[O:12]3)[N:6]2[N:5]=[CH:4][N:3]=1, predict the reaction product. (2) The product is: [Cl:35][C:36]1[C:37]([N:46]2[CH2:51][CH2:50][N:49]([CH2:52][C:53]3[CH:54]=[N:55][CH:56]=[N:57][CH:58]=3)[CH2:48][CH2:47]2)=[C:38]2[N:43]=[C:75]([C:72]3[CH:73]=[CH:74][C:69]([O:68][CH3:67])=[CH:70][CH:71]=3)[NH:42][C:39]2=[N:40][CH:41]=1. Given the reactants BrC1C(N2CCN(C(NC3C=CC=CC=3)=O)CC2)=C2N=C(C3C=CC(N(C)C)=CC=3)NC2=NC=1.[Cl:35][C:36]1[C:37]([N:46]2[CH2:51][CH2:50][N:49]([CH2:52][C:53]3[CH:54]=[N:55][CH:56]=[N:57][CH:58]=3)[CH2:48][CH2:47]2)=[C:38]([N+:43]([O-])=O)[C:39]([NH2:42])=[N:40][CH:41]=1.[O-]S(S([O-])=O)=O.[Na+].[Na+].[CH3:67][O:68][C:69]1[CH:74]=[CH:73][C:72]([CH:75]=O)=[CH:71][CH:70]=1, predict the reaction product. (3) The product is: [Cl:1][C:2]1[CH:3]=[CH:4][C:5]([CH2:6][N:7]2[C:16]3[C:11](=[CH:12][C:13]([F:18])=[C:14]([N:29]4[CH2:30][CH2:31][N:26]([CH3:25])[CH2:27][CH2:28]4)[CH:15]=3)[C:10](=[O:19])[C:9]([N+:20]([O-:22])=[O:21])=[CH:8]2)=[CH:23][CH:24]=1. Given the reactants [Cl:1][C:2]1[CH:24]=[CH:23][C:5]([CH2:6][N:7]2[C:16]3[C:11](=[CH:12][C:13]([F:18])=[C:14](F)[CH:15]=3)[C:10](=[O:19])[C:9]([N+:20]([O-:22])=[O:21])=[CH:8]2)=[CH:4][CH:3]=1.[CH3:25][N:26]1[CH2:31][CH2:30][NH:29][CH2:28][CH2:27]1, predict the reaction product. (4) Given the reactants Br[C:2]1[CH:16]=[CH:15][C:5]([CH2:6][N:7]2[CH:12]=[CH:11][C:10](=[O:13])[NH:9][C:8]2=[O:14])=[CH:4][CH:3]=1.CCN(CC)CC.[CH2:24]([OH:28])[CH2:25][C:26]#[CH:27].OCCC#CC1C=CC(CN2C=C(C)C(=O)NC2=O)=CC=1, predict the reaction product. The product is: [OH:28][CH2:24][CH2:25][C:26]#[C:27][CH:6]([N:7]1[CH:12]=[CH:11][C:10](=[O:13])[NH:9][C:8]1=[O:14])[C:5]1[CH:15]=[CH:16][CH:2]=[CH:3][CH:4]=1. (5) Given the reactants [C:1]([NH:8][CH2:9][CH2:10][NH2:11])([O:3][C:4]([CH3:7])([CH3:6])[CH3:5])=[O:2].Cl[C:13]1[CH:20]=[CH:19][C:16]([C:17]#[N:18])=[CH:15][N:14]=1.C(=O)(O)[O-].[K+].O, predict the reaction product. The product is: [C:17]([C:16]1[CH:19]=[CH:20][C:13]([NH:11][CH2:10][CH2:9][NH:8][C:1](=[O:2])[O:3][C:4]([CH3:5])([CH3:6])[CH3:7])=[N:14][CH:15]=1)#[N:18].